Dataset: Forward reaction prediction with 1.9M reactions from USPTO patents (1976-2016). Task: Predict the product of the given reaction. Given the reactants [C:1]1([CH3:52])[CH:6]=[CH:5][C:4]([S:7]([NH:10][CH2:11][CH2:12][CH2:13][N:14]([S:42]([C:45]2[CH:50]=[CH:49][C:48]([CH3:51])=[CH:47][CH:46]=2)(=[O:44])=[O:43])[CH2:15][CH2:16][N:17]([S:32]([C:35]2[CH:40]=[CH:39][C:38]([CH3:41])=[CH:37][CH:36]=2)(=[O:34])=[O:33])[CH2:18][CH2:19][CH2:20][NH:21][S:22]([C:25]2[CH:30]=[CH:29][C:28]([CH3:31])=[CH:27][CH:26]=2)(=[O:24])=[O:23])(=[O:9])=[O:8])=[CH:3][CH:2]=1.[H-].[Na+].[OH2:55].C[N:57]([CH3:60])[CH:58]=O, predict the reaction product. The product is: [C:1]1([CH3:52])[CH:6]=[CH:5][C:4]([S:7]([N:10]2[CH2:12][CH2:13][N:14]([S:42]([C:45]3[CH:46]=[CH:47][C:48]([CH3:51])=[CH:49][CH:50]=3)(=[O:43])=[O:55])[CH2:15][CH2:60][N:57]([S:7]([C:4]3[CH:5]=[CH:6][C:1]([CH3:52])=[CH:2][CH:3]=3)(=[O:8])=[O:9])[CH2:58][CH2:16][N:17]([S:32]([C:35]3[CH:36]=[CH:37][C:38]([CH3:41])=[CH:39][CH:40]=3)(=[O:34])=[O:33])[CH2:18][CH2:19][N:21]([S:22]([C:25]3[CH:30]=[CH:29][C:28]([CH3:31])=[CH:27][CH:26]=3)(=[O:24])=[O:23])[CH2:20][CH2:19][CH2:18][N:17]([S:32]([C:35]3[CH:40]=[CH:39][C:38]([CH3:41])=[CH:37][CH:36]=3)(=[O:33])=[O:34])[CH2:16][CH2:15][N:14]([S:42]([C:45]3[CH:46]=[CH:47][C:48]([CH3:51])=[CH:49][CH:50]=3)(=[O:44])=[O:43])[CH2:13][CH2:12][CH2:11]2)(=[O:8])=[O:9])=[CH:3][CH:2]=1.